From a dataset of Full USPTO retrosynthesis dataset with 1.9M reactions from patents (1976-2016). Predict the reactants needed to synthesize the given product. Given the product [CH2:1]([O:4][C:5](=[O:25])[CH:6]([S:10][CH2:11][C:12]1[CH:17]=[CH:16][C:15]([C:18]2[CH:23]=[CH:22][C:21]([Cl:24])=[CH:20][CH:19]=2)=[CH:14][CH:13]=1)[CH2:7][CH2:8][N:47]1[C:48](=[O:55])[C:49]2[CH:54]=[CH:53][CH:52]=[CH:51][C:50]=2[N:45]=[N:46]1)[CH:2]=[CH2:3], predict the reactants needed to synthesize it. The reactants are: [CH2:1]([O:4][C:5](=[O:25])[CH:6]([S:10][CH2:11][C:12]1[CH:17]=[CH:16][C:15]([C:18]2[CH:23]=[CH:22][C:21]([Cl:24])=[CH:20][CH:19]=2)=[CH:14][CH:13]=1)[CH2:7][CH2:8]O)[CH:2]=[CH2:3].C1(P(C2C=CC=CC=2)C2C=CC=CC=2)C=CC=CC=1.[N:45]1[C:50]2[CH:51]=[CH:52][CH:53]=[CH:54][C:49]=2[C:48](=[O:55])[NH:47][N:46]=1.N(C(OC(C)C)=O)=NC(OC(C)C)=O.